Task: Predict the reaction yield, written as a fraction of the theoretical maximum amount of product (1.0 means a 100% yield; for example, 0.34 means a 34% yield).. Dataset: Reaction yield outcomes from USPTO patents with 853,638 reactions (1) The reactants are [C:1]([NH:6][C:7]1[CH:8]=[CH:9][C:10]([CH3:26])=[C:11]([C:13]2[CH2:14][CH2:15][N:16]([C:19]([O:21][C:22]([CH3:25])([CH3:24])[CH3:23])=[O:20])[CH2:17][CH:18]=2)[CH:12]=1)(=[O:5])[CH:2]([CH3:4])[CH3:3].[H][H]. The catalyst is CCO.[Pd]. The product is [C:1]([NH:6][C:7]1[CH:8]=[CH:9][C:10]([CH3:26])=[C:11]([CH:13]2[CH2:14][CH2:15][N:16]([C:19]([O:21][C:22]([CH3:23])([CH3:25])[CH3:24])=[O:20])[CH2:17][CH2:18]2)[CH:12]=1)(=[O:5])[CH:2]([CH3:4])[CH3:3]. The yield is 1.00. (2) The reactants are CC([O-])(C)C.[K+].Br[C:8]1[C:17]2[CH2:16][CH2:15][CH2:14][CH2:13][C:12]=2[C:11]([O:18][CH3:19])=[N:10][CH:9]=1.[NH2:20][C:21]1[CH:22]=[C:23]([CH:29]=[CH:30][CH:31]=1)[C:24]([O:26][CH2:27][CH3:28])=[O:25].C(P(C1C=CC=CC=1C1C=CC=CC=1)C(C)(C)C)(C)(C)C. The catalyst is C1(C)C=CC=CC=1. The product is [CH3:19][O:18][C:11]1[C:12]2[CH2:13][CH2:14][CH2:15][CH2:16][C:17]=2[C:8]([NH:20][C:21]2[CH:22]=[C:23]([CH:29]=[CH:30][CH:31]=2)[C:24]([O:26][CH2:27][CH3:28])=[O:25])=[CH:9][N:10]=1. The yield is 0.550. (3) The reactants are C[O:2][C:3](=[O:15])[C:4]1[CH:9]=[C:8]([O:10][CH3:11])[C:7]([O:12][CH3:13])=[CH:6][C:5]=1[Br:14].O.[NH2:17][NH2:18]. The catalyst is CCO. The product is [Br:14][C:5]1[CH:6]=[C:7]([O:12][CH3:13])[C:8]([O:10][CH3:11])=[CH:9][C:4]=1[C:3]([O:2][NH:17][NH2:18])=[O:15]. The yield is 0.870. (4) The reactants are [Br:1][C:2]1[CH:3]=[C:4]([NH:12][CH:13]2[CH2:18][CH2:17][O:16][CH2:15][CH2:14]2)[C:5]([CH3:11])=[C:6]([CH:10]=1)[C:7]([O-:9])=[O:8].[CH:19](=O)[CH2:20][CH3:21].[C:23](O)(=O)C.C(O[BH-](OC(=O)C)OC(=O)C)(=O)C.[Na+]. The catalyst is ClC(Cl)C. The product is [Br:1][C:2]1[CH:3]=[C:4]([N:12]([CH2:19][CH2:20][CH3:21])[CH:13]2[CH2:18][CH2:17][O:16][CH2:15][CH2:14]2)[C:5]([CH3:11])=[C:6]([CH:10]=1)[C:7]([O:9][CH3:23])=[O:8]. The yield is 0.857.